The task is: Regression/Classification. Given a drug SMILES string, predict its absorption, distribution, metabolism, or excretion properties. Task type varies by dataset: regression for continuous measurements (e.g., permeability, clearance, half-life) or binary classification for categorical outcomes (e.g., BBB penetration, CYP inhibition). Dataset: rlm.. This data is from Rat liver microsome stability data. (1) The drug is CNC(=O)[C@@H](NC(=O)c1ccc(-c2ccc(CSc3nccc(O)n3)c(F)c2)o1)C(C)C. The result is 0 (unstable in rat liver microsomes). (2) The molecule is Nc1nc(Nc2ccc(S(N)(=O)=O)cc2)n(C(=S)Nc2c(F)cccc2F)n1. The result is 0 (unstable in rat liver microsomes). (3) The compound is COc1cc2c(cc1-c1c(C)noc1C)[nH]c1nc(C)nc(-c3cc(C)nc4ccccc34)c12. The result is 0 (unstable in rat liver microsomes). (4) The molecule is CCS(=O)(=O)Oc1ccc(S(=O)(=O)CC2CS2)cc1. The result is 0 (unstable in rat liver microsomes). (5) The compound is CC(C)COC(=O)Nc1ccc(-c2cnc3c(-c4ccc(N5CCN(C)CC5)cc4)cnn3c2N)cc1. The result is 1 (stable in rat liver microsomes). (6) The drug is O=C(NC1CCOCC1)C1CCN(C(=O)NCc2ccc(Cl)cc2Cl)CC1. The result is 0 (unstable in rat liver microsomes). (7) The drug is COc1nc(-c2ccc(NC(=O)Nc3ccc(C(=O)N4CCNC(C)(C)C4)cc3)cc2)nc(N2CCOCC2)n1. The result is 1 (stable in rat liver microsomes). (8) The compound is CN(C)CC1(c2ccc(Cl)c(Cl)c2)CCCCC1. The result is 1 (stable in rat liver microsomes).